From a dataset of Catalyst prediction with 721,799 reactions and 888 catalyst types from USPTO. Predict which catalyst facilitates the given reaction. (1) Reactant: [CH2:1]([OH:11])[CH2:2][CH2:3][CH2:4][CH2:5][CH2:6][CH2:7][CH2:8][CH2:9][OH:10].[CH2:12]([CH:16]([CH2:20][CH2:21][CH2:22][CH2:23][CH2:24][CH3:25])[C:17](O)=[O:18])[CH2:13][CH2:14][CH3:15].C1CCC(N=C=NC2CCCCC2)CC1. Product: [CH2:12]([CH:16]([CH2:20][CH2:21][CH2:22][CH2:23][CH2:24][CH3:25])[C:17]([O:11][CH2:1][CH2:2][CH2:3][CH2:4][CH2:5][CH2:6][CH2:7][CH2:8][CH2:9][OH:10])=[O:18])[CH2:13][CH2:14][CH3:15]. The catalyst class is: 64. (2) Reactant: [CH3:1][O:2][C:3]1[CH:8]=[CH:7][C:6]([N+:9]([O-:11])=[O:10])=[CH:5][C:4]=1[NH:12][C:13]1[N:18]=[C:17]([N:19]2[CH:23]=[C:22]([CH:24]=O)[C:21]([CH3:26])=[N:20]2)[CH:16]=[CH:15][N:14]=1.C([N:30]([CH:33]([CH3:35])C)[CH2:31]C)(C)C.Cl.N1CCC1.C(O[BH-](OC(=O)C)OC(=O)C)(=O)C.[Na+]. Product: [N:30]1([CH2:24][C:22]2[C:21]([CH3:26])=[N:20][N:19]([C:17]3[CH:16]=[CH:15][N:14]=[C:13]([NH:12][C:4]4[CH:5]=[C:6]([N+:9]([O-:11])=[O:10])[CH:7]=[CH:8][C:3]=4[O:2][CH3:1])[N:18]=3)[CH:23]=2)[CH2:31][CH2:35][CH2:33]1. The catalyst class is: 44.